From a dataset of Reaction yield outcomes from USPTO patents with 853,638 reactions. Predict the reaction yield, written as a fraction of the theoretical maximum amount of product (1.0 means a 100% yield; for example, 0.34 means a 34% yield). The reactants are [CH3:1][N:2]1[CH:6]=[CH:5][N:4]=[C:3]1[CH:7]1[CH:16]([C:17]2[N:18]([CH3:22])[CH:19]=[CH:20][N:21]=2)[C:15](=O)[C:14]2[C:13]([C:24](OCC)=[O:25])=[CH:12][CH:11]=[CH:10][C:9]=2[NH:8]1.O.[NH2:30][NH2:31]. The catalyst is CO. The product is [CH3:1][N:2]1[CH:6]=[CH:5][N:4]=[C:3]1[CH:7]1[NH:8][C:9]2[C:14]3[C:15](=[N:30][NH:31][C:24](=[O:25])[C:13]=3[CH:12]=[CH:11][CH:10]=2)[CH:16]1[C:17]1[N:18]([CH3:22])[CH:19]=[CH:20][N:21]=1. The yield is 0.410.